Dataset: Peptide-MHC class I binding affinity with 185,985 pairs from IEDB/IMGT. Task: Regression. Given a peptide amino acid sequence and an MHC pseudo amino acid sequence, predict their binding affinity value. This is MHC class I binding data. (1) The peptide sequence is GRVIPRMLY. The MHC is HLA-A26:02 with pseudo-sequence HLA-A26:02. The binding affinity (normalized) is 0.265. (2) The peptide sequence is GLENGLNYI. The MHC is HLA-A11:01 with pseudo-sequence HLA-A11:01. The binding affinity (normalized) is 0.0806.